Dataset: Forward reaction prediction with 1.9M reactions from USPTO patents (1976-2016). Task: Predict the product of the given reaction. (1) Given the reactants [Br:1][C:2]1[C:3]([CH2:12]Br)=[C:4]([CH:9]=[CH:10][CH:11]=1)[C:5]([O:7]C)=O.[CH3:14][N:15]([CH3:19])[CH2:16][CH2:17][NH2:18], predict the reaction product. The product is: [Br:1][C:2]1[CH:11]=[CH:10][CH:9]=[C:4]2[C:3]=1[CH2:12][N:18]([CH2:17][CH2:16][N:15]([CH3:19])[CH3:14])[C:5]2=[O:7]. (2) Given the reactants [CH:1]1([C@H:4]([N:7]2[CH:12]=[C:11]([Cl:13])[N:10]=[C:9](Cl)[C:8]2=[O:15])[CH2:5][CH3:6])[CH2:3][CH2:2]1.[Br:16][C:17]1[CH:18]=[C:19]2[C:23](=[C:24]([Cl:26])[CH:25]=1)[NH:22][CH2:21][CH2:20]2, predict the reaction product. The product is: [Br:16][C:17]1[CH:18]=[C:19]2[C:23](=[C:24]([Cl:26])[CH:25]=1)[N:22]([C:9]1[C:8](=[O:15])[N:7]([C@@H:4]([CH:1]3[CH2:3][CH2:2]3)[CH2:5][CH3:6])[CH:12]=[C:11]([Cl:13])[N:10]=1)[CH2:21][CH2:20]2. (3) Given the reactants [CH2:1]([O:3][C:4](=[O:18])[CH:5]([O:15][CH2:16][CH3:17])[CH2:6][C:7]1[CH:12]=[CH:11][C:10]([OH:13])=[CH:9][C:8]=1[CH3:14])[CH3:2].[Cl:19][C:20]1[CH:25]=[CH:24][CH:23]=[CH:22][C:21]=1[C:26]1[S:27][C:28]([CH2:32]O)=[C:29]([CH3:31])[N:30]=1.ClC1C=CC=CC=1C(N)=S.ClC(C(C)=O)C(OCC)=O.C1(P(C2C=CC=CC=2)C2C=CC=CC=2)C=CC=CC=1.N(C(OCC)=O)=NC(OCC)=O, predict the reaction product. The product is: [CH2:1]([O:3][C:4](=[O:18])[CH:5]([O:15][CH2:16][CH3:17])[CH2:6][C:7]1[CH:12]=[CH:11][C:10]([O:13][CH2:32][C:28]2[S:27][C:26]([C:21]3[CH:22]=[CH:23][CH:24]=[CH:25][C:20]=3[Cl:19])=[N:30][C:29]=2[CH3:31])=[CH:9][C:8]=1[CH3:14])[CH3:2]. (4) Given the reactants [CH3:1][O:2][CH2:3][CH:4]([N:8]1[C:17]2[C:12](=[CH:13][C:14](I)=[CH:15][CH:16]=2)[C:11](=[O:19])[C:10]([C:20]([O:22][CH2:23][CH3:24])=[O:21])=[CH:9]1)[CH2:5][O:6][CH3:7].[CH2:25]([NH:27][C:28](=[O:48])[NH:29][C:30]1[N:35]=[CH:34][C:33](B(O)O)=[C:32]([C:39]2[S:40][CH:41]=[C:42]([C:44]([F:47])([F:46])[F:45])[N:43]=2)[CH:31]=1)[CH3:26].C(=O)(O)[O-].[Na+], predict the reaction product. The product is: [CH3:1][O:2][CH2:3][CH:4]([N:8]1[C:17]2[C:12](=[CH:13][C:14]([C:33]3[CH:34]=[N:35][C:30]([NH:29][C:28]([NH:27][CH2:25][CH3:26])=[O:48])=[CH:31][C:32]=3[C:39]3[S:40][CH:41]=[C:42]([C:44]([F:47])([F:45])[F:46])[N:43]=3)=[CH:15][CH:16]=2)[C:11](=[O:19])[C:10]([C:20]([O:22][CH2:23][CH3:24])=[O:21])=[CH:9]1)[CH2:5][O:6][CH3:7]. (5) The product is: [C:15]1([S:12]([CH2:11][C:5]2[CH:6]=[CH:7][CH:8]=[CH:9][C:4]=2[N+:1]([O-:3])=[O:2])(=[O:14])=[O:13])[CH:20]=[CH:19][CH:18]=[CH:17][CH:16]=1. Given the reactants [N+:1]([C:4]1[CH:9]=[CH:8][CH:7]=[CH:6][CH:5]=1)([O-:3])=[O:2].Cl[CH2:11][S:12]([C:15]1[CH:20]=[CH:19][CH:18]=[CH:17][CH:16]=1)(=[O:14])=[O:13].CC([O-])(C)C.[K+].C1COCC1.C(O)(=O)C, predict the reaction product. (6) Given the reactants [CH2:1]([C:3]1[CH:8]=[CH:7][C:6]([C:9]2[C:13]([C:14]([O:16][CH2:17][CH3:18])=[O:15])=[C:12](I)[S:11][N:10]=2)=[CH:5][CH:4]=1)[CH3:2].[CH3:20][S:21]([O-:23])=[O:22].[Na+], predict the reaction product. The product is: [CH2:1]([C:3]1[CH:8]=[CH:7][C:6]([C:9]2[C:13]([C:14]([O:16][CH2:17][CH3:18])=[O:15])=[C:12]([S:21]([CH3:20])(=[O:23])=[O:22])[S:11][N:10]=2)=[CH:5][CH:4]=1)[CH3:2]. (7) Given the reactants ClCCCl.[N:5]([C:8]1[C:9]([C:19]2[CH:20]=[N:21][C:22]([N:25]3[CH2:30][CH2:29][O:28][CH2:27][CH2:26]3)=[CH:23][CH:24]=2)=[N:10][C:11]([Br:18])=[CH:12][C:13]=1[C:14]([O:16][CH3:17])=[O:15])=[N+]=[N-], predict the reaction product. The product is: [Br:18][C:11]1[CH:12]=[C:13]([C:14]([O:16][CH3:17])=[O:15])[C:8]2[NH:5][C:20]3=[N:21][C:22]([N:25]4[CH2:30][CH2:29][O:28][CH2:27][CH2:26]4)=[CH:23][CH:24]=[C:19]3[C:9]=2[N:10]=1. (8) Given the reactants [NH:1]1[C:9]2[C:4](=[CH:5][C:6]([CH:10]([C:12]3[CH:17]=[CH:16][CH:15]=[CH:14][CH:13]=3)O)=[CH:7][CH:8]=2)[CH:3]=[N:2]1.C(Cl)Cl.[CH3:21][O:22][C:23]([O:27][Si](C)(C)C)=[C:24]([CH3:26])[CH3:25], predict the reaction product. The product is: [NH:1]1[C:9]2[C:4](=[CH:5][C:6]([CH:10]([C:12]3[CH:17]=[CH:16][CH:15]=[CH:14][CH:13]=3)[C:24]([CH3:26])([CH3:25])[C:23]([O:22][CH3:21])=[O:27])=[CH:7][CH:8]=2)[CH:3]=[N:2]1.